Dataset: Forward reaction prediction with 1.9M reactions from USPTO patents (1976-2016). Task: Predict the product of the given reaction. (1) Given the reactants C(Cl)(=O)C(Cl)=O.[CH2:7]1[C:15]2[C:10](=[CH:11][CH:12]=[CH:13][CH:14]=2)[CH2:9][CH:8]1[NH:16][C:17](=[O:23])[CH2:18][CH2:19][CH2:20][CH2:21][OH:22].C(N(CC)CC)C, predict the reaction product. The product is: [CH2:7]1[C:15]2[C:10](=[CH:11][CH:12]=[CH:13][CH:14]=2)[CH2:9][CH:8]1[NH:16][C:17](=[O:23])[CH2:18][CH2:19][CH2:20][CH:21]=[O:22]. (2) Given the reactants CC1C=CC(S(OCC2CC3C=CC=C(/C=C/C(C)(C)C)C=3O2)(=O)=O)=CC=1.[N-]=[N+]=[N-].[Na+].[CH3:32][C:33]([CH3:50])([CH3:49])/[CH:34]=[CH:35]/[C:36]1[C:44]2[O:43][CH:42]([CH2:45][N:46]=[N+]=[N-])[CH2:41][C:40]=2[CH:39]=[CH:38][CH:37]=1.[N-]=[N+]=[N-].C1(P(C2C=CC=CC=2)C2C=CC=CC=2)C=CC=CC=1, predict the reaction product. The product is: [CH3:32][C:33]([CH3:50])([CH3:49])/[CH:34]=[CH:35]/[C:36]1[C:44]2[O:43][CH:42]([CH2:45][NH2:46])[CH2:41][C:40]=2[CH:39]=[CH:38][CH:37]=1. (3) Given the reactants [CH3:1][O:2][C:3]1[CH:4]=[C:5]2[C:10](=[CH:11][C:12]=1[O:13][CH3:14])[N:9]=[CH:8][N:7]=[C:6]2[O:15][C:16]1[CH:22]=[CH:21][C:19]([NH2:20])=[CH:18][CH:17]=1.C(N(CC)CC)C.ClC(Cl)(O[C:34](=[O:40])OC(Cl)(Cl)Cl)Cl.[NH2:42][C:43]1[S:44][CH:45]=[CH:46][N:47]=1, predict the reaction product. The product is: [CH3:1][O:2][C:3]1[CH:4]=[C:5]2[C:10](=[CH:11][C:12]=1[O:13][CH3:14])[N:9]=[CH:8][N:7]=[C:6]2[O:15][C:16]1[CH:22]=[CH:21][C:19]([NH:20][C:34]([NH:42][C:43]2[S:44][CH:45]=[CH:46][N:47]=2)=[O:40])=[CH:18][CH:17]=1. (4) The product is: [ClH:3].[NH2:5][CH:6]([C:10]1[CH:11]=[CH:12][C:13]([O:16][C:17]([F:18])([F:19])[F:20])=[CH:14][CH:15]=1)[C:7]([O:9][CH3:21])=[O:8]. Given the reactants S(Cl)([Cl:3])=O.[NH2:5][CH:6]([C:10]1[CH:15]=[CH:14][C:13]([O:16][C:17]([F:20])([F:19])[F:18])=[CH:12][CH:11]=1)[C:7]([OH:9])=[O:8].[CH3:21]O, predict the reaction product. (5) Given the reactants [S:1]([C:5]1[S:9][C:8]([C:10]2[CH:18]=[CH:17][C:13]([C:14]([OH:16])=O)=[CH:12][CH:11]=2)=[CH:7][CH:6]=1)(=[O:4])(=[O:3])[NH2:2].[Li].CCN=C=NCCCN(C)C.Cl.C1C=CC2N(O)N=NC=2C=1.CCN(C(C)C)C(C)C.[NH:51]1[CH2:55][CH2:54][CH2:53][C@H:52]1[CH2:56][N:57]1[CH2:61][CH2:60][CH2:59][CH2:58]1, predict the reaction product. The product is: [N:57]1([CH2:56][C@@H:52]2[CH2:53][CH2:54][CH2:55][N:51]2[C:14]([C:13]2[CH:12]=[CH:11][C:10]([C:8]3[S:9][C:5]([S:1]([NH2:2])(=[O:3])=[O:4])=[CH:6][CH:7]=3)=[CH:18][CH:17]=2)=[O:16])[CH2:61][CH2:60][CH2:59][CH2:58]1. (6) Given the reactants Cl.[CH2:2]([O:4][C:5](=[O:11])[CH:6]([NH2:10])[C:7](=[O:9])[CH3:8])C.C(N(CC)CC)C.[CH:19]1([C:25](Cl)=[O:26])[CH2:24][CH2:23][CH2:22][CH2:21][CH2:20]1.CN(C)C=O, predict the reaction product. The product is: [CH3:2][O:4][C:5](=[O:11])[CH:6]([NH:10][C:25]([CH:19]1[CH2:24][CH2:23][CH2:22][CH2:21][CH2:20]1)=[O:26])[C:7](=[O:9])[CH3:8]. (7) Given the reactants [CH3:1][O:2][C:3]1[CH:12]=[C:11]2[C:6]([C:7]([O:13][CH2:14][C:15]3[N:19]4[N:20]=[C:21]([C:24]5[S:28][C:27]([C:29](Cl)=[O:30])=[CH:26][CH:25]=5)[CH:22]=[CH:23][C:18]4=[N:17][N:16]=3)=[CH:8][CH:9]=[N:10]2)=[CH:5][CH:4]=1.C(N(C(C)C)C(C)C)C.[NH:41]1[CH2:46][CH2:45][O:44][CH2:43][CH2:42]1, predict the reaction product. The product is: [CH3:1][O:2][C:3]1[CH:12]=[C:11]2[C:6]([C:7]([O:13][CH2:14][C:15]3[N:19]4[N:20]=[C:21]([C:24]5[S:28][C:27]([C:29]([N:41]6[CH2:46][CH2:45][O:44][CH2:43][CH2:42]6)=[O:30])=[CH:26][CH:25]=5)[CH:22]=[CH:23][C:18]4=[N:17][N:16]=3)=[CH:8][CH:9]=[N:10]2)=[CH:5][CH:4]=1.